This data is from Full USPTO retrosynthesis dataset with 1.9M reactions from patents (1976-2016). The task is: Predict the reactants needed to synthesize the given product. (1) Given the product [N:12]1([C:2]2[CH:3]=[CH:4][CH:5]=[C:6]3[C:11]=2[CH:10]=[N:9][CH:8]=[CH:7]3)[CH2:17][CH2:16][NH:15][CH2:14][CH2:13]1, predict the reactants needed to synthesize it. The reactants are: Br[C:2]1[CH:3]=[CH:4][CH:5]=[C:6]2[C:11]=1[CH:10]=[N:9][CH:8]=[CH:7]2.[NH:12]1[CH2:17][CH2:16][NH:15][CH2:14][CH2:13]1. (2) Given the product [CH2:1]([O:3][C:4]([CH:6]1[CH2:11][CH2:10][C:9]2([O:15][CH2:14][CH2:13][O:12]2)[CH2:8][CH2:7]1)=[O:5])[CH3:2], predict the reactants needed to synthesize it. The reactants are: [CH2:1]([O:3][C:4]([CH:6]1[CH2:11][CH2:10][C:9](=[O:12])[CH2:8][CH2:7]1)=[O:5])[CH3:2].[CH2:13](O)[CH2:14][OH:15].CCOCC. (3) Given the product [CH3:12][C:9]1[CH:8]=[CH:7][C:6]2[NH:5][CH:4]=[C:3]3[C:13](=[O:15])[N:24]([C:18]4[CH:23]=[CH:22][CH:21]=[CH:20][CH:19]=4)[N:25]=[C:2]3[C:11]=2[CH:10]=1, predict the reactants needed to synthesize it. The reactants are: Cl[C:2]1[C:11]2[C:6](=[CH:7][CH:8]=[C:9]([CH3:12])[CH:10]=2)[N:5]=[CH:4][C:3]=1[C:13]([O:15]CC)=O.[C:18]1([NH:24][NH2:25])[CH:23]=[CH:22][CH:21]=[CH:20][CH:19]=1. (4) Given the product [C:1]([C:3]1[CH:8]=[CH:7][C:6]([CH:9]2[C:18]3[C:17](=[O:19])[CH2:16][CH2:15][CH2:14][C:13]=3[N:12]([C:20]3[CH:25]=[CH:24][CH:23]=[C:22]([C:26]([F:29])([F:28])[F:27])[CH:21]=3)[C:11](=[O:30])[N:10]2[C:31]([NH:33][CH2:34][CH3:36])=[O:32])=[C:5]([CH3:35])[CH:4]=1)#[N:2], predict the reactants needed to synthesize it. The reactants are: [C:1]([C:3]1[CH:8]=[CH:7][C:6]([CH:9]2[C:18]3[C:17](=[O:19])[CH2:16][CH2:15][CH2:14][C:13]=3[N:12]([C:20]3[CH:25]=[CH:24][CH:23]=[C:22]([C:26]([F:29])([F:28])[F:27])[CH:21]=3)[C:11](=[O:30])[N:10]2[C:31]([NH:33][CH3:34])=[O:32])=[C:5]([CH3:35])[CH:4]=1)#[N:2].[CH2:36](N)C.